The task is: Predict which catalyst facilitates the given reaction.. This data is from Catalyst prediction with 721,799 reactions and 888 catalyst types from USPTO. Reactant: [OH:1][C@@H:2]([CH2:8][C:9](=[O:11])[O-:10])[CH2:3][N+:4]([CH3:7])([CH3:6])[CH3:5].C(OC(=O)C)(=O)C.[N+:19]([O-])([OH:21])=[O:20]. Product: [N+:19]([O:1][CH:2]([CH2:8][C:9](=[O:10])[O-:11])[CH2:3][N+:4]([CH3:7])([CH3:5])[CH3:6])([O-:21])=[O:20]. The catalyst class is: 27.